This data is from TCR-epitope binding with 47,182 pairs between 192 epitopes and 23,139 TCRs. The task is: Binary Classification. Given a T-cell receptor sequence (or CDR3 region) and an epitope sequence, predict whether binding occurs between them. (1) The epitope is GTSGSPIVNR. The TCR CDR3 sequence is CASSFDAGGNEQYF. Result: 1 (the TCR binds to the epitope). (2) The epitope is FVDGVPFVV. The TCR CDR3 sequence is CASSSGLAGGREQYF. Result: 0 (the TCR does not bind to the epitope). (3) The epitope is YLNTLTLAV. The TCR CDR3 sequence is CASSKIRSQREQFF. Result: 0 (the TCR does not bind to the epitope). (4) The epitope is TLIGDCATV. The TCR CDR3 sequence is CASRRSGAPYEQYF. Result: 1 (the TCR binds to the epitope). (5) The epitope is KLSYGIATV. The TCR CDR3 sequence is CASSEGPSGVYEQYF. Result: 1 (the TCR binds to the epitope). (6) The epitope is HTTDPSFLGRY. The TCR CDR3 sequence is CASSPDTPWEQFF. Result: 0 (the TCR does not bind to the epitope). (7) The TCR CDR3 sequence is CASSTGLGEQYF. The epitope is HPVGEADYFEY. Result: 0 (the TCR does not bind to the epitope). (8) The epitope is RLDKVEAEV. The TCR CDR3 sequence is CASSEETGPYNEQFF. Result: 0 (the TCR does not bind to the epitope). (9) The epitope is TFYLTNDVSFL. The TCR CDR3 sequence is CASSFVGKNEQYF. Result: 1 (the TCR binds to the epitope). (10) The epitope is FADDLNQLTGY. The TCR CDR3 sequence is CASSLELAGLDNEQFF. Result: 0 (the TCR does not bind to the epitope).